The task is: Predict the reaction yield, written as a fraction of the theoretical maximum amount of product (1.0 means a 100% yield; for example, 0.34 means a 34% yield).. This data is from Reaction yield outcomes from USPTO patents with 853,638 reactions. (1) The reactants are [Cl:1][C:2]1[CH:7]=[CH:6][C:5]([S:8]([N:11]([CH:18]([CH3:27])[CH2:19][C:20]([O:22]C(C)(C)C)=[O:21])[C:12]2[CH:17]=[CH:16][CH:15]=[CH:14][CH:13]=2)(=[O:10])=[O:9])=[CH:4][CH:3]=1.C(O)(C(F)(F)F)=O. The catalyst is C(Cl)Cl. The product is [Cl:1][C:2]1[CH:3]=[CH:4][C:5]([S:8]([N:11]([CH:18]([CH3:27])[CH2:19][C:20]([OH:22])=[O:21])[C:12]2[CH:17]=[CH:16][CH:15]=[CH:14][CH:13]=2)(=[O:10])=[O:9])=[CH:6][CH:7]=1. The yield is 0.910. (2) The reactants are [Cl:1][C:2]1[CH:3]=[C:4]2[C:8](=[CH:9][CH:10]=1)[NH:7][C:6]([S:11]([N:14]1[CH2:19][CH2:18][N:17]([C:20]([C:22]3[CH:27]=[CH:26][C:25]([C:28]4[N:33]=[N:32][C:31]([OH:34])=[CH:30][CH:29]=4)=[CH:24][CH:23]=3)=[O:21])[CH2:16][CH2:15]1)(=[O:13])=[O:12])=[CH:5]2.C(=O)([O-])[O-].[K+].[K+].Br[CH2:42][CH2:43][O:44][CH2:45][CH2:46][O:47][CH3:48]. The catalyst is CN(C)C=O. The product is [Cl:1][C:2]1[CH:3]=[C:4]2[C:8](=[CH:9][CH:10]=1)[NH:7][C:6]([S:11]([N:14]1[CH2:15][CH2:16][N:17]([C:20]([C:22]3[CH:27]=[CH:26][C:25]([C:28]4[CH:29]=[CH:30][C:31](=[O:34])[N:32]([CH2:42][CH2:43][O:44][CH2:45][CH2:46][O:47][CH3:48])[N:33]=4)=[CH:24][CH:23]=3)=[O:21])[CH2:18][CH2:19]1)(=[O:13])=[O:12])=[CH:5]2. The yield is 0.360. (3) The reactants are [OH2:1].[C:2]([CH2:4][C:5]([O:7][CH2:8][CH3:9])=[O:6])#[N:3].Cl.[NH2:11]O.C(=O)([O-])[O-].[Na+].[Na+]. The catalyst is C(O)C. The product is [NH2:3][C:2](=[N:11][OH:1])[CH2:4][C:5]([O:7][CH2:8][CH3:9])=[O:6]. The yield is 0.660. (4) The reactants are [Cl:1][C:2]1[C:11]2[C:6](=[CH:7][CH:8]=[CH:9][C:10]=2[O:12][CH:13]2[CH2:18][CH2:17][N:16]([CH3:19])[CH2:15][CH2:14]2)[N:5]=[CH:4][N:3]=1.[F:20][C:21]1[CH:22]=[C:23]([CH:25]=[CH:26][C:27]=1[OH:28])[NH2:24]. No catalyst specified. The product is [ClH:1].[F:20][C:21]1[CH:22]=[C:23]([CH:25]=[CH:26][C:27]=1[OH:28])[NH:24][C:2]1[C:11]2[C:6](=[CH:7][CH:8]=[CH:9][C:10]=2[O:12][CH:13]2[CH2:18][CH2:17][N:16]([CH3:19])[CH2:15][CH2:14]2)[N:5]=[CH:4][N:3]=1. The yield is 0.870.